From a dataset of Catalyst prediction with 721,799 reactions and 888 catalyst types from USPTO. Predict which catalyst facilitates the given reaction. (1) Reactant: C(O[C:4]1[CH2:10][C:9](=[O:11])[NH:8][C:7]2[CH:12]=[C:13]([F:17])[C:14]([F:16])=[CH:15][C:6]=2[N:5]=1)C.[C:18]([NH:26][NH2:27])(=O)[C:19]1[CH:24]=[CH:23][CH:22]=[CH:21][CH:20]=1. Product: [F:17][C:13]1[C:14]([F:16])=[CH:15][C:6]2[N:5]3[C:4]([CH2:10][C:9](=[O:11])[NH:8][C:7]=2[CH:12]=1)=[N:27][N:26]=[C:18]3[C:19]1[CH:24]=[CH:23][CH:22]=[CH:21][CH:20]=1. The catalyst class is: 15. (2) Reactant: [F:1][C@H:2]1[C@@H:6]([CH2:7][NH:8][C:9]([O:11][CH2:12][C:13]2[CH:18]=[CH:17][CH:16]=[CH:15][CH:14]=2)=[O:10])[CH2:5][N:4](C(OC(C)(C)C)=O)[CH2:3]1.C(O)(C(F)(F)F)=O.CC[NH+](CC)CC.CC[NH+](CC)CC.C([O-])([O-])=O. Product: [F:1][C@H:2]1[CH2:3][NH:4][CH2:5][C@H:6]1[CH2:7][NH:8][C:9](=[O:10])[O:11][CH2:12][C:13]1[CH:18]=[CH:17][CH:16]=[CH:15][CH:14]=1. The catalyst class is: 2. (3) Reactant: [CH3:1][C:2]([O:4][C@H:5]1[C:14]2[C@@:15]3([CH3:30])[C@@H:26]([CH2:27][O:28][CH3:29])[O:25][C:23](=[O:24])[C:17]4=[CH:18][O:19][C:20]([C:21](=[O:22])[C:13]=2[C@@H:8]2[CH2:9][CH2:10][C@H:11]([OH:12])[C@@:7]2([CH3:31])[CH2:6]1)=[C:16]34)=[O:3].[NH2:32][C:33]1[CH:38]=[CH:37][CH:36]=[CH:35][CH:34]=1. Product: [C:2]([O:4][C@H:5]1[C:14]2[C@:15]3([CH3:30])[C:16](/[C:17](=[CH:18]\[NH:32][C:33]4[CH:38]=[CH:37][CH:36]=[CH:35][CH:34]=4)/[C:23](=[O:24])[O:25][C@@H:26]3[CH2:27][O:28][CH3:29])=[C:20]([OH:19])[C:21](=[O:22])[C:13]=2[C@H:8]2[C@@:7]([CH3:31])([C@@H:11]([OH:12])[CH2:10][CH2:9]2)[CH2:6]1)(=[O:3])[CH3:1]. The catalyst class is: 2.